Dataset: Full USPTO retrosynthesis dataset with 1.9M reactions from patents (1976-2016). Task: Predict the reactants needed to synthesize the given product. Given the product [O:24]=[S:16]1(=[O:25])[C:17]2[CH:23]=[CH:22][CH:21]=[CH:20][C:18]=2[CH2:19][N:13]([C:4]2[CH:3]=[C:2]([NH:30][CH2:29][CH2:28][NH:27][CH3:26])[C:11]3[C:6](=[CH:7][CH:8]=[C:9]([CH3:12])[CH:10]=3)[N:5]=2)[CH2:14][CH2:15]1, predict the reactants needed to synthesize it. The reactants are: Cl[C:2]1[C:11]2[C:6](=[CH:7][CH:8]=[C:9]([CH3:12])[CH:10]=2)[N:5]=[C:4]([N:13]2[CH2:19][C:18]3[CH:20]=[CH:21][CH:22]=[CH:23][C:17]=3[S:16](=[O:25])(=[O:24])[CH2:15][CH2:14]2)[CH:3]=1.[CH3:26][NH:27][CH2:28][CH2:29][NH2:30].